Dataset: Forward reaction prediction with 1.9M reactions from USPTO patents (1976-2016). Task: Predict the product of the given reaction. (1) Given the reactants CO[N:3]=[C:4]1[CH2:12][CH2:11][C:10]2[N:9]=[CH:8][CH:7]=[CH:6][C:5]1=2, predict the reaction product. The product is: [N:9]1[C:10]2[CH2:11][CH2:12][CH:4]([NH2:3])[C:5]=2[CH:6]=[CH:7][CH:8]=1. (2) Given the reactants [N+](C1C=CC(C([O:12][C@@H:13]2[CH2:30][CH2:29][C@@:28]3([CH3:31])[C:15](=[CH:16][CH2:17][C@@H:18]4[C@@H:27]3[CH2:26][CH2:25][C@@:23]3([CH3:24])[C@H:19]4[CH2:20][CH2:21][C:22]3=[O:32])[CH2:14]2)=O)=CC=1)([O-])=O.C1COCC1.CO.[OH-].[Na+], predict the reaction product. The product is: [OH:12][C@@H:13]1[CH2:30][CH2:29][C@@:28]2([CH3:31])[C:15](=[CH:16][CH2:17][C@@H:18]3[C@@H:27]2[CH2:26][CH2:25][C@@:23]2([CH3:24])[C@H:19]3[CH2:20][CH2:21][C:22]2=[O:32])[CH2:14]1. (3) Given the reactants [Cl:1][C:2]1[CH:3]=[C:4]2[C:14](=[CH:15][CH:16]=1)[C:8]1([CH2:13][CH2:12][O:11][CH2:10][CH2:9]1)[C:7](=[O:17])[C:6]([C:18]([NH:20][C@H:21]([C:23]([O:25]C(C)(C)C)=[O:24])[CH3:22])=[O:19])=[C:5]2[OH:30], predict the reaction product. The product is: [Cl:1][C:2]1[CH:3]=[C:4]2[C:14](=[CH:15][CH:16]=1)[C:8]1([CH2:9][CH2:10][O:11][CH2:12][CH2:13]1)[C:7](=[O:17])[C:6]([C:18]([NH:20][C@H:21]([C:23]([OH:25])=[O:24])[CH3:22])=[O:19])=[C:5]2[OH:30]. (4) Given the reactants [OH:1][C@H:2]1[C:7](=[O:8])[CH2:6][CH2:5][O:4][C@@H:3]1[CH2:9][OH:10].[C:11](Cl)([C:28]1[CH:33]=[CH:32][CH:31]=[CH:30][CH:29]=1)([C:20]1[CH:27]=[CH:26][C:23]([O:24][CH3:25])=[CH:22][CH:21]=1)[C:12]1[CH:19]=[CH:18][C:15]([O:16][CH3:17])=[CH:14][CH:13]=1, predict the reaction product. The product is: [CH3:25][O:24][C:23]1[CH:22]=[CH:21][C:20]([C:11]([C:12]2[CH:13]=[CH:14][C:15]([O:16][CH3:17])=[CH:18][CH:19]=2)([C:28]2[CH:33]=[CH:32][CH:31]=[CH:30][CH:29]=2)[O:10][CH2:9][C@@H:3]2[C@@H:2]([OH:1])[C:7](=[O:8])[CH2:6][CH2:5][O:4]2)=[CH:27][CH:26]=1. (5) Given the reactants [F:1][C:2]1([F:21])[CH2:4][CH:3]1[C:5]1[O:9][N:8]=[C:7]([C:10]2[CH:15]=[C:14]([N+:16]([O-])=O)[C:13]([CH3:19])=[CH:12][C:11]=2[CH3:20])[N:6]=1.O.O.[Sn](Cl)Cl.C(=O)(O)[O-].[Na+], predict the reaction product. The product is: [F:21][C:2]1([F:1])[CH2:4][CH:3]1[C:5]1[O:9][N:8]=[C:7]([C:10]2[C:11]([CH3:20])=[CH:12][C:13]([CH3:19])=[C:14]([CH:15]=2)[NH2:16])[N:6]=1. (6) Given the reactants O1CCCC1.O1C=CC=C1P(C1OC=CC=1)C1OC=CC=1.[Cl:22][C:23]1[CH:46]=[CH:45][C:26]([CH2:27][N:28]2[C:36]3[C:31](=[N:32][C:33](I)=[N:34][C:35]=3[NH:37][C@@H:38]([CH:40]3[CH2:43][CH2:42][CH2:41]3)[CH3:39])[N:30]=[CH:29]2)=[CH:25][C:24]=1[F:47].[CH3:48][N:49](C)C(=O)C, predict the reaction product. The product is: [Cl:22][C:23]1[CH:46]=[CH:45][C:26]([CH2:27][N:28]2[C:36]3[C:31](=[N:32][C:33]([C:48]#[N:49])=[N:34][C:35]=3[NH:37][C@@H:38]([CH:40]3[CH2:43][CH2:42][CH2:41]3)[CH3:39])[N:30]=[CH:29]2)=[CH:25][C:24]=1[F:47].